Task: Predict the product of the given reaction.. Dataset: Forward reaction prediction with 1.9M reactions from USPTO patents (1976-2016) (1) Given the reactants [NH2:1][C:2]1[CH:3]=[C:4]([CH2:8][CH2:9][C:10]([O:12][C:13]([CH3:16])([CH3:15])[CH3:14])=[O:11])[CH:5]=[CH:6][CH:7]=1.[F:17][C:18]([F:44])([F:43])[CH:19]([CH3:42])[CH:20]([C:24]1[CH:29]=[CH:28][C:27]([CH2:30][N:31]2[CH2:39][C:38]3[C:33](=[CH:34][CH:35]=[CH:36][C:37]=3[F:40])[C:32]2=[O:41])=[CH:26][CH:25]=1)[C:21](O)=[O:22].O.ON1C2C=CC=CC=2N=N1.CCN(C(C)C)C(C)C.CN(C(ON1N=NC2C=CC=NC1=2)=[N+](C)C)C.F[P-](F)(F)(F)(F)F, predict the reaction product. The product is: [F:44][C:18]([F:17])([F:43])[CH:19]([CH3:42])[CH:20]([C:24]1[CH:25]=[CH:26][C:27]([CH2:30][N:31]2[CH2:39][C:38]3[C:33](=[CH:34][CH:35]=[CH:36][C:37]=3[F:40])[C:32]2=[O:41])=[CH:28][CH:29]=1)[C:21]([NH:1][C:2]1[CH:3]=[C:4]([CH2:8][CH2:9][C:10]([O:12][C:13]([CH3:16])([CH3:15])[CH3:14])=[O:11])[CH:5]=[CH:6][CH:7]=1)=[O:22]. (2) Given the reactants [CH2:1]1[C:9]2[C:8]3[CH:10]=[CH:11][CH:12]=[CH:13][C:7]=3[S:6][C:5]=2[CH2:4][CH2:3][CH:2]1[C:14]([O:16]CC)=[O:15].[OH-].[K+], predict the reaction product. The product is: [CH2:1]1[C:9]2[C:8]3[CH:10]=[CH:11][CH:12]=[CH:13][C:7]=3[S:6][C:5]=2[CH2:4][CH2:3][CH:2]1[C:14]([OH:16])=[O:15].